This data is from NCI-60 drug combinations with 297,098 pairs across 59 cell lines. The task is: Regression. Given two drug SMILES strings and cell line genomic features, predict the synergy score measuring deviation from expected non-interaction effect. Drug 1: C1=NC2=C(N1)C(=S)N=C(N2)N. Drug 2: CCCCC(=O)OCC(=O)C1(CC(C2=C(C1)C(=C3C(=C2O)C(=O)C4=C(C3=O)C=CC=C4OC)O)OC5CC(C(C(O5)C)O)NC(=O)C(F)(F)F)O. Cell line: OVCAR3. Synergy scores: CSS=53.0, Synergy_ZIP=4.38, Synergy_Bliss=-0.705, Synergy_Loewe=-1.16, Synergy_HSA=-0.473.